From a dataset of Full USPTO retrosynthesis dataset with 1.9M reactions from patents (1976-2016). Predict the reactants needed to synthesize the given product. (1) Given the product [CH2:1]([S:3]([C:6]1[CH:7]=[C:8]([C:12]2[N:20]3[C:15]([CH:16]=[N:17][C:18]([S:24]([CH3:22])(=[O:26])=[O:25])=[N:19]3)=[CH:14][CH:13]=2)[CH:9]=[CH:10][CH:11]=1)(=[O:5])=[O:4])[CH3:2], predict the reactants needed to synthesize it. The reactants are: [CH2:1]([S:3]([C:6]1[CH:7]=[C:8]([C:12]2[N:20]3[C:15]([CH:16]=[N:17][C:18](O)=[N:19]3)=[CH:14][CH:13]=2)[CH:9]=[CH:10][CH:11]=1)(=[O:5])=[O:4])[CH3:2].[CH2:22]([S:24](C1C=C(C2N3C(C=NC(SC)=N3)=CC=2)C=CC=1)(=[O:26])=[O:25])C.OO.[O-]S([O-])(=S)=O.[Na+].[Na+]. (2) The reactants are: [CH3:1][C:2]1[CH:8]=[CH:7][C:5]([NH2:6])=[CH:4][C:3]=1[N+:9]([O-:11])=[O:10].C(N(CC)CC)C.C1COCC1.[C:24](Cl)(Cl)=[S:25]. Given the product [N:6]([C:5]1[CH:7]=[CH:8][C:2]([CH3:1])=[C:3]([N+:9]([O-:11])=[O:10])[CH:4]=1)=[C:24]=[S:25], predict the reactants needed to synthesize it. (3) Given the product [Cl:33][C:13]1[CH:12]=[CH:11][C:10]2[C:9](=[O:34])[N:8]([C@H:6]([CH3:7])[CH2:5][OH:4])[CH:17]=[CH:16][C:15]=2[C:14]=1[C:18]([NH:19][CH2:20][C:21]1([OH:31])[CH2:26][CH2:25][CH:24]([C:27]([F:28])([F:30])[F:29])[CH2:23][CH2:22]1)=[O:32], predict the reactants needed to synthesize it. The reactants are: C([O:4][CH2:5][C@H:6]([N:8]1[CH:17]=[CH:16][C:15]2[C:10](=[CH:11][CH:12]=[C:13]([Cl:33])[C:14]=2[C:18](=[O:32])[NH:19][CH2:20][C:21]2([OH:31])[CH2:26][CH2:25][CH:24]([C:27]([F:30])([F:29])[F:28])[CH2:23][CH2:22]2)[C:9]1=[O:34])[CH3:7])(=O)C.C(=O)([O-])[O-].[K+].[K+].CO. (4) Given the product [S:1]1[C:5]2[CH:6]=[CH:7][CH:8]=[CH:9][C:4]=2[N:3]=[C:2]1[NH:10][C:11](=[O:19])[NH:12][CH2:13][C:14]([OH:16])=[O:15], predict the reactants needed to synthesize it. The reactants are: [S:1]1[C:5]2[CH:6]=[CH:7][CH:8]=[CH:9][C:4]=2[N:3]=[C:2]1[NH:10][C:11](=[O:19])[NH:12][CH2:13][C:14]([O:16]CC)=[O:15].[OH-].[K+].Cl. (5) Given the product [Br:1][C:2]1[C:3]([CH3:12])=[C:4]([NH2:9])[CH:5]=[C:6]([F:8])[CH:7]=1, predict the reactants needed to synthesize it. The reactants are: [Br:1][C:2]1[CH:7]=[C:6]([F:8])[CH:5]=[C:4]([N+:9]([O-])=O)[C:3]=1[CH3:12].[NH4+].[Cl-]. (6) Given the product [C:4]([O:3][C:1](=[O:2])[N:8]([C@H:9]([CH:13]=[O:14])[CH:10]([CH3:11])[CH3:12])[CH3:15])([CH3:5])([CH3:7])[CH3:6], predict the reactants needed to synthesize it. The reactants are: [C:1]([N:8]([CH3:15])[C@H:9]([CH2:13][OH:14])[CH:10]([CH3:12])[CH3:11])([O:3][C:4]([CH3:7])([CH3:6])[CH3:5])=[O:2].C([O-])(O)=O.[Na+].[K+].[Br-].Cl[O-].[Na+]. (7) The reactants are: Br[C:2]1[CH:19]=[CH:18][C:5]2[N:6]([C:12]3[CH:17]=[CH:16][CH:15]=[CH:14][CH:13]=3)[CH2:7][CH2:8][N:9]([CH3:11])[CH2:10][C:4]=2[CH:3]=1.B1(B2OC(C)(C)C(C)(C)O2)OC(C)(C)C(C)(C)O1.C([O-])(=O)C.[K+].C(=O)([O-])[O-].[Cs+].[Cs+].Cl[C:50]1[N:51]=[N:52][C:53]([CH3:56])=[CH:54][CH:55]=1. Given the product [CH3:11][N:9]1[CH2:10][C:4]2[CH:3]=[C:2]([C:50]3[N:51]=[N:52][C:53]([CH3:56])=[CH:54][CH:55]=3)[CH:19]=[CH:18][C:5]=2[N:6]([C:12]2[CH:17]=[CH:16][CH:15]=[CH:14][CH:13]=2)[CH2:7][CH2:8]1, predict the reactants needed to synthesize it.